Dataset: Forward reaction prediction with 1.9M reactions from USPTO patents (1976-2016). Task: Predict the product of the given reaction. (1) Given the reactants [H-].[Na+].[Cl:3][C:4]1[C:13]2[C:8](=[CH:9][C:10]([O:14][CH3:15])=[CH:11][CH:12]=2)[C:7]([NH:16][C:17](=[O:24])[C:18]2[CH:23]=[CH:22][CH:21]=[CH:20][CH:19]=2)=[CH:6][N:5]=1.I[CH2:26][CH3:27], predict the reaction product. The product is: [Cl:3][C:4]1[C:13]2[C:8](=[CH:9][C:10]([O:14][CH3:15])=[CH:11][CH:12]=2)[C:7]([N:16]([CH2:26][CH3:27])[C:17](=[O:24])[C:18]2[CH:19]=[CH:20][CH:21]=[CH:22][CH:23]=2)=[CH:6][N:5]=1. (2) Given the reactants [CH3:1][C:2]1[N:7]=[C:6]([NH:8][S:9]([C:12]2[CH:17]=[CH:16][C:15](C3C=CC(C#N)=CC=3)=[CH:14][CH:13]=2)(=[O:11])=[O:10])[CH:5]=[CH:4][CH:3]=1.[Br:26]C1C=CC(S(Cl)(=O)=O)=CC=1, predict the reaction product. The product is: [Br:26][C:15]1[CH:16]=[CH:17][C:12]([S:9]([NH:8][C:6]2[CH:5]=[CH:4][CH:3]=[C:2]([CH3:1])[N:7]=2)(=[O:11])=[O:10])=[CH:13][CH:14]=1. (3) Given the reactants C([O-])=O.[NH4+].C([O:12][C:13]1[C:18]([O:19][CH3:20])=[CH:17][C:16]([N:21]2[C:29]3[C:24](=[CH:25][CH:26]=[CH:27][CH:28]=3)[C:23]([C:30]([N:32]([CH:40]3[CH2:45][CH2:44][CH2:43][CH2:42][CH2:41]3)[C:33]3[CH:38]=[CH:37][C:36]([OH:39])=[CH:35][CH:34]=3)=[O:31])=[CH:22]2)=[C:15]([C:46]([N:48]2[C@H:57]([CH2:58][N:59]3[CH2:64][CH2:63][N:62]([CH3:65])[CH2:61][CH2:60]3)[CH2:56][C:55]3[C:50](=[CH:51][CH:52]=[CH:53][CH:54]=3)[CH2:49]2)=[O:47])[CH:14]=1)C1C=CC=CC=1, predict the reaction product. The product is: [CH:40]1([N:32]([C:33]2[CH:38]=[CH:37][C:36]([OH:39])=[CH:35][CH:34]=2)[C:30]([C:23]2[C:24]3[C:29](=[CH:28][CH:27]=[CH:26][CH:25]=3)[N:21]([C:16]3[CH:17]=[C:18]([O:19][CH3:20])[C:13]([OH:12])=[CH:14][C:15]=3[C:46]([N:48]3[C@H:57]([CH2:58][N:59]4[CH2:60][CH2:61][N:62]([CH3:65])[CH2:63][CH2:64]4)[CH2:56][C:55]4[C:50](=[CH:51][CH:52]=[CH:53][CH:54]=4)[CH2:49]3)=[O:47])[CH:22]=2)=[O:31])[CH2:45][CH2:44][CH2:43][CH2:42][CH2:41]1. (4) The product is: [Cl:1][C:2]1[CH:7]=[C:6]([O:8][CH3:9])[CH:5]=[CH:4][C:3]=1[C:10]1[N:15]2[N:16]=[C:17]([CH2:22][CH3:23])[C:18]([NH2:19])=[C:14]2[CH:13]=[CH:12][CH:11]=1. Given the reactants [Cl:1][C:2]1[CH:7]=[C:6]([O:8][CH3:9])[CH:5]=[CH:4][C:3]=1[C:10]1[N:15]2[N:16]=[C:17]([CH2:22][CH3:23])[C:18]([N+:19]([O-])=O)=[C:14]2[CH:13]=[CH:12][CH:11]=1.O.C(O)(=O)C, predict the reaction product. (5) Given the reactants [CH:1]1([CH2:4][O:5][C:6]2[N:11]=[C:10]([C:12]([NH:14][C:15]3([CH2:19][C:20]([O:22]C)=[O:21])[CH2:18][S:17][CH2:16]3)=[O:13])[CH:9]=[CH:8][C:7]=2[C:24]2([F:28])[CH2:27][O:26][CH2:25]2)[CH2:3][CH2:2]1.O.[OH-].[Li+], predict the reaction product. The product is: [CH:1]1([CH2:4][O:5][C:6]2[N:11]=[C:10]([C:12]([NH:14][C:15]3([CH2:19][C:20]([OH:22])=[O:21])[CH2:18][S:17][CH2:16]3)=[O:13])[CH:9]=[CH:8][C:7]=2[C:24]2([F:28])[CH2:25][O:26][CH2:27]2)[CH2:3][CH2:2]1. (6) Given the reactants [Cl:1][C:2]1[C:3]([C:12]2[CH:17]=[C:16]([O:18]C)[C:15]([Cl:20])=[CH:14][C:13]=2[F:21])=[N:4][CH:5]=[N:6][C:7]=1[C:8]([F:11])([F:10])[F:9].Br, predict the reaction product. The product is: [Cl:1][C:2]1[C:3]([C:12]2[CH:17]=[C:16]([OH:18])[C:15]([Cl:20])=[CH:14][C:13]=2[F:21])=[N:4][CH:5]=[N:6][C:7]=1[C:8]([F:11])([F:9])[F:10].